From a dataset of Reaction yield outcomes from USPTO patents with 853,638 reactions. Predict the reaction yield, written as a fraction of the theoretical maximum amount of product (1.0 means a 100% yield; for example, 0.34 means a 34% yield). The reactants are [Br:1][C:2]1[CH:3]=[CH:4][C:5]2[C:9]3[CH:10]=[CH:11][C:12]([N+:14]([O-])=O)=[CH:13][C:8]=3[S:7](=[O:18])(=[O:17])[C:6]=2[CH:19]=1. The catalyst is Cl.C(O)(=O)C. The product is [Br:1][C:2]1[CH:3]=[CH:4][C:5]2[C:9]3[CH:10]=[CH:11][C:12]([NH2:14])=[CH:13][C:8]=3[S:7](=[O:17])(=[O:18])[C:6]=2[CH:19]=1. The yield is 0.450.